From a dataset of Full USPTO retrosynthesis dataset with 1.9M reactions from patents (1976-2016). Predict the reactants needed to synthesize the given product. (1) Given the product [CH3:1][C:2]1[N:3]=[C:4]2[C:13]3[CH2:12][CH:11]([C:14]4[CH:19]=[CH:18][CH:17]=[CH:16][CH:15]=4)[CH2:10][CH2:9][C:8]=3[C:7]([C:20]([N:47]3[CH2:52][CH2:51][O:50][CH2:49][CH2:48]3)=[O:21])=[CH:6][N:5]2[C:23]=1[CH3:24], predict the reactants needed to synthesize it. The reactants are: [CH3:1][C:2]1[N:3]=[C:4]2[C:13]3[CH2:12][CH:11]([C:14]4[CH:19]=[CH:18][CH:17]=[CH:16][CH:15]=4)[CH2:10][CH2:9][C:8]=3[C:7]([C:20](O)=[O:21])=[CH:6][N:5]2[C:23]=1[CH3:24].CN(C(ON1N=NC2C=CC=CC1=2)=[N+](C)C)C.[B-](F)(F)(F)F.[NH:47]1[CH2:52][CH2:51][O:50][CH2:49][CH2:48]1.[Cl-].[NH4+]. (2) Given the product [Cl:18][CH2:17][CH2:16][CH2:15][N:9]1[C:10]2[C:6](=[CH:5][CH:4]=[CH:3][C:2]=2[CH3:1])[C:7]([C:19](=[O:22])[CH3:11])=[CH:8]1, predict the reactants needed to synthesize it. The reactants are: [CH3:1][C:2]1[CH:3]=[CH:4][CH:5]=[C:6]2[C:10]=1[NH:9][CH:8]=[CH:7]2.[CH3:11][Mg+].[Br-].I[CH2:15][CH2:16][CH2:17][Cl:18].[C:19]([O-:22])([O-])=O.[Cs+].[Cs+]. (3) Given the product [CH3:11][N:8]1[C:6]2=[N:7][C:2]([NH2:13])=[CH:3][C:4]([CH3:12])=[C:5]2[N:10]=[N:9]1, predict the reactants needed to synthesize it. The reactants are: Cl[C:2]1[N:7]=[C:6]2[N:8]([CH3:11])[N:9]=[N:10][C:5]2=[C:4]([CH3:12])[CH:3]=1.[NH3:13]. (4) Given the product [CH2:22]([N:29]1[CH2:33][CH:32]([C:34]2[S:35][CH:36]=[C:37]([Br:39])[CH:38]=2)[CH:31]([CH2:40][C:19]#[N:20])[CH2:30]1)[C:23]1[CH:24]=[CH:25][CH:26]=[CH:27][CH:28]=1, predict the reactants needed to synthesize it. The reactants are: C1OCCOCCOCCOCCOCCOC1.[C-:19]#[N:20].[K+].[CH2:22]([N:29]1[CH2:33][CH:32]([C:34]2[S:35][CH:36]=[C:37]([Br:39])[CH:38]=2)[CH:31]([CH2:40]OS(C2C=CC(C)=CC=2)(=O)=O)[CH2:30]1)[C:23]1[CH:28]=[CH:27][CH:26]=[CH:25][CH:24]=1. (5) Given the product [Cl:12][C:4]1[CH:3]=[C:2]([C:13]#[N:14])[CH:11]=[CH:10][C:5]=1[C:6]([O:8][CH3:9])=[O:7], predict the reactants needed to synthesize it. The reactants are: Br[C:2]1[CH:11]=[CH:10][C:5]([C:6]([O:8][CH3:9])=[O:7])=[C:4]([Cl:12])[CH:3]=1.[CH3:13][N:14](C=O)C. (6) Given the product [C:9]1([N:8]2[C:4](=[O:5])[CH:3]=[CH:2][C:1]2=[O:7])[CH:14]=[CH:13][CH:12]=[CH:11][CH:10]=1, predict the reactants needed to synthesize it. The reactants are: [C:1]1(=[O:7])O[C:4](=[O:5])[CH:3]=[CH:2]1.[NH2:8][C:9]1[CH:14]=[CH:13][CH:12]=[CH:11][CH:10]=1.